This data is from Full USPTO retrosynthesis dataset with 1.9M reactions from patents (1976-2016). The task is: Predict the reactants needed to synthesize the given product. (1) Given the product [CH3:35][N:36]([CH3:47])[CH2:37][CH2:38][O:39][C:40]1[CH:41]=[C:42]([NH:43][C:2]2[N:7]=[C:6]([C:8]3[C:9]([C:18]4[CH:19]=[C:20]([NH:24][C:25](=[O:34])[C:26]5[C:27]([F:33])=[CH:28][CH:29]=[CH:30][C:31]=5[F:32])[CH:21]=[CH:22][CH:23]=4)=[N:10][N:11]4[CH:12]=[CH:13][CH:14]=[C:15]([F:17])[C:16]=34)[CH:5]=[CH:4][N:3]=2)[CH:44]=[CH:45][CH:46]=1, predict the reactants needed to synthesize it. The reactants are: Cl[C:2]1[N:7]=[C:6]([C:8]2[C:9]([C:18]3[CH:19]=[C:20]([NH:24][C:25](=[O:34])[C:26]4[C:31]([F:32])=[CH:30][CH:29]=[CH:28][C:27]=4[F:33])[CH:21]=[CH:22][CH:23]=3)=[N:10][N:11]3[CH:16]=[C:15]([F:17])[CH:14]=[CH:13][C:12]=23)[CH:5]=[CH:4][N:3]=1.[CH3:35][N:36]([CH3:47])[CH2:37][CH2:38][O:39][C:40]1[CH:41]=[C:42]([CH:44]=[CH:45][CH:46]=1)[NH2:43]. (2) Given the product [C:18]1([CH:24]2[CH2:25][CH2:26][N:27]([C:2]3[C:11]([N:32]4[CH2:33][CH2:35][CH:13]([C:7]5[CH:8]=[CH:9][CH:4]=[CH:5][CH:6]=5)[CH2:38][CH2:36]4)=[N:10][C:9]4[C:4](=[CH:5][CH:6]=[C:7]([C:13]([O:15][CH2:16][CH3:17])=[O:14])[CH:8]=4)[N:3]=3)[CH2:28][CH2:29]2)[CH:23]=[CH:22][CH:21]=[CH:20][CH:19]=1, predict the reactants needed to synthesize it. The reactants are: Cl[C:2]1[C:11](Cl)=[N:10][C:9]2[C:4](=[CH:5][CH:6]=[C:7]([C:13]([O:15][CH2:16][CH3:17])=[O:14])[CH:8]=2)[N:3]=1.[C:18]1([CH:24]2[CH2:29][CH2:28][NH:27][CH2:26][CH2:25]2)[CH:23]=[CH:22][CH:21]=[CH:20][CH:19]=1.CC[N:32]([CH:36]([CH3:38])C)[CH:33]([CH3:35])C.